From a dataset of Experimentally validated miRNA-target interactions with 360,000+ pairs, plus equal number of negative samples. Binary Classification. Given a miRNA mature sequence and a target amino acid sequence, predict their likelihood of interaction. (1) The miRNA is mmu-miR-320-3p with sequence AAAAGCUGGGUUGAGAGGGCGA. The protein sequence of the target gene is MVGTCHSMAASRSTRVTRSTVGLNGLDESFCGRTLRNRSIAHPEEISSHSQVRSRSPKKRAEPVPTQKGTNNGRTSDVRQQSARDSWVSPRKRRLSSSEKDDLERQALESCERRQAEPAPPVFKNIKRCLRAEATNSSEEDSPVKPDKEPGEHRRIVVDHDADFQGAKRACRCLILDDCEKREVKKVNVSEEGPLNAAVVEEITGYLTVNGVDDSDSAVINCDDCQPDGNTKQNNPGSCVLQEESVAGDGDSETQTSVFCGSRKEDSCIDHFVPCTKSDVQVKLEDHKLVTACLPVERRN.... Result: 1 (interaction). (2) The miRNA is mmu-miR-767 with sequence UGCACCAUGGUUGUCUGAGCA. The protein sequence of the target gene is MRSIRKRWTICTISLLLIFYKTKEIARTEEHQETQLIGDGELCLSRSLVNSSDKIIRKAGSTIFQHSVQGWKINSSLVLEIRKNILRFLDAERDVSVVKSSFKPGDVIHYVLDRRRTLNISHNLHSLLPEVSPMKNRRFKTCAVVGNSGILLDSGCGKEIDSHNFVIRCNLAPVVEFAADVGTKSDFITMNPSVVQRAFGGFRNESDREKFVHRLSMLNDSVLWIPAFMVKGGEKHVEWVNALILKNKLQVRTAYPSLRLIHAVRGYWLTNKVPIKRPSTGLLMYTLATRFCDEIHLYGF.... Result: 0 (no interaction). (3) The miRNA is mmu-miR-10a-5p with sequence UACCCUGUAGAUCCGAAUUUGUG. The protein sequence of the target gene is MTNVYSLDGILVFGLLFVCTCAYFKKVPRLKTWLLSEKKGVWGVFYKAAVIGTRLHAAVAIACVVMAFYVLFIK. Result: 0 (no interaction). (4) The protein sequence of the target gene is MQPGSSRCEEETPSLLWGLDPVFLAFAKLYIRDILDMKESRQVPGVFLYNGHPIKQVDVLGTVIGVRERDAFYSYGVDDSTGVINCICWKKLNTESVSAAPSAARELSLTSQLKKLQETIEQKTKIEIGDTIRVRGSIRTYREEREIHATTYYKVDDPVWNIQIARMLELPTIYRKVYDQPFHSSALEKEEALSNPGALDLPSLTSLLSEKAKEFLMENRVQSFYQQELEMVESLLSLANQPVIHSASSDQVNFKKDTTSKAIHSIFKNAIQLLQEKGLVFQKDDGFDNLYYVTREDKDL.... The miRNA is hsa-miR-4700-5p with sequence UCUGGGGAUGAGGACAGUGUGU. Result: 0 (no interaction). (5) The miRNA is hsa-miR-3129-5p with sequence GCAGUAGUGUAGAGAUUGGUUU. Result: 0 (no interaction). The protein sequence of the target gene is MSGTILENLSGRKLSILVATLLLCQVLCFLLGGLYAPLPAGHVTVLGSLCREDHARQNDTSFLLYSRGAGACIPVTREEVEQDSTKMANELVHVFQMPLPRDLRDLDYSRWQQNLIGVLQVEFGYDSSSELREPPRELQLTIDMRLAYRNKGDPDNGWKLYAHGVEHRYLDCVTSHVGPTETLYSCDMIPLFELGALHHSFYLLNLRFPLDTPSQMNLQFGHMHDLTLTAIHQNGGFTQIWLLLKTMLFPFVVGIMIWFWRRVHLLQRSPALLEYMLIYLGAALTFLNLPLEYLSLVYEM.... (6) The miRNA is hsa-miR-6770-5p with sequence UGAGAAGGCACAGCUUGCACGUGA. The protein sequence of the target gene is MDARRMKKEEGLTENTGLPRKLLEKHDPWPAYVTYTSQTVKRLIEKSKTRELECMRALEERPWASRQNKPSSVIQPKRRKSSKSSGKAVFRDTLSESTLSMWGAYSVLAMAPTMIPEPTHLHADSRDCPTENYNKIIFARKPMMRMLPTVRY. Result: 0 (no interaction). (7) The miRNA is rno-miR-200b-5p with sequence CAUCUUACUGGGCAGCAUUGGA. The protein sequence of the target gene is MFSRAQVRRALQRVPGKQRFGIYRFLPFFFVLGGAMEWIMIKVRVGQETFYDVYRRKASERQYQRRLEDTSETNLHKLIK. Result: 0 (no interaction).